From a dataset of Reaction yield outcomes from USPTO patents with 853,638 reactions. Predict the reaction yield, written as a fraction of the theoretical maximum amount of product (1.0 means a 100% yield; for example, 0.34 means a 34% yield). (1) The reactants are [OH:1][C:2]1[CH:11]=[C:10]2[C:5]([CH:6]=[CH:7][CH:8]=[C:9]2[NH:12][C:13](=[O:38])/[CH:14]=[CH:15]/[CH:16]=[C:17]([C:28]2[CH:33]=[CH:32][C:31]([C:34]([F:37])([F:36])[F:35])=[CH:30][CH:29]=2)[C:18]2[CH:23]=[CH:22][C:21]([C:24]([F:27])([F:26])[F:25])=[CH:20][CH:19]=2)=[CH:4][CH:3]=1.[S:39](Cl)(=[O:42])(=[O:41])[NH2:40].O. The catalyst is CC(N(C)C)=O. The product is [S:39]([O:1][C:2]1[CH:11]=[C:10]2[C:5]([CH:6]=[CH:7][CH:8]=[C:9]2[NH:12][C:13](=[O:38])/[CH:14]=[CH:15]/[CH:16]=[C:17]([C:18]2[CH:19]=[CH:20][C:21]([C:24]([F:25])([F:26])[F:27])=[CH:22][CH:23]=2)[C:28]2[CH:29]=[CH:30][C:31]([C:34]([F:35])([F:36])[F:37])=[CH:32][CH:33]=2)=[CH:4][CH:3]=1)(=[O:42])(=[O:41])[NH2:40]. The yield is 0.980. (2) The reactants are [NH2:1][C:2]1[CH:11]=[CH:10][C:5]([C:6]([O:8][CH3:9])=[O:7])=[CH:4][C:3]=1[I:12].[CH3:13][C:14](=[CH2:17])[CH:15]=O.Cl.C([O-])(O)=O.[Na+]. The yield is 0.330. The product is [I:12][C:3]1[CH:4]=[C:5]([C:6]([O:8][CH3:9])=[O:7])[CH:10]=[C:11]2[C:2]=1[N:1]=[CH:15][C:14]([CH3:17])=[CH:13]2. No catalyst specified. (3) The reactants are [CH3:1][NH:2][CH3:3].[Br:4][C:5]1[N:10]=[CH:9][C:8]([CH:11]=O)=[CH:7][CH:6]=1.[BH4-].[Na+]. The catalyst is CO.CC(C)[O-].CC(C)[O-].CC(C)[O-].CC(C)[O-].[Ti+4]. The product is [Br:4][C:5]1[N:10]=[CH:9][C:8]([CH2:11][N:2]([CH3:3])[CH3:1])=[CH:7][CH:6]=1. The yield is 0.470. (4) The reactants are [O:1]=[C:2]1[NH:6][C@@H:5]([C:7]([OH:9])=[O:8])[CH2:4][CH2:3]1.O=S(Cl)Cl.[CH3:14]O. No catalyst specified. The product is [O:1]=[C:2]1[NH:6][C@@H:5]([C:7]([O:9][CH3:14])=[O:8])[CH2:4][CH2:3]1. The yield is 0.940. (5) The reactants are [NH2:1][C:2]1[CH:11]=[CH:10][C:5]([C:6]([O:8][CH3:9])=[O:7])=[CH:4][C:3]=1I.[F:13][C:14]1[CH:19]=[CH:18][C:17]([N:20]2[CH2:25][CH2:24][C:23](=O)[CH2:22][CH2:21]2)=[CH:16][CH:15]=1.N12CCN(CC1)CC2. The catalyst is CN(C=O)C.C([O-])(=O)C.[Pd+2].C([O-])(=O)C. The product is [F:13][C:14]1[CH:15]=[CH:16][C:17]([N:20]2[CH2:25][CH2:24][C:23]3[NH:1][C:2]4[CH:11]=[CH:10][C:5]([C:6]([O:8][CH3:9])=[O:7])=[CH:4][C:3]=4[C:22]=3[CH2:21]2)=[CH:18][CH:19]=1. The yield is 0.390. (6) The reactants are CC(O)C.C(=O)([O-])O.[Na+].[C:10]([O:14][C:15]([NH:17][C@@H:18]([CH2:23][C:24]1[CH:29]=[CH:28][C:27]([O:30]CC2C=CC=CC=2)=[CH:26][CH:25]=1)[C@H:19]([OH:22])[CH2:20]Cl)=[O:16])([CH3:13])([CH3:12])[CH3:11].C(O)(=O)CC(CC(O)=O)(C(O)=O)O. The catalyst is [OH-].[OH-].[Pd+2].O. The product is [C:10]([O:14][C:15]([NH:17][C@@H:18]([CH2:23][C:24]1[CH:29]=[CH:28][C:27]([OH:30])=[CH:26][CH:25]=1)[C@@H:19]1[O:22][CH2:20]1)=[O:16])([CH3:13])([CH3:12])[CH3:11]. The yield is 0.740. (7) The reactants are [O:1]1[CH2:6][CH:5]=[C:4]([C:7]2[CH:13]=[CH:12][C:10]([NH2:11])=[C:9]([O:14][CH3:15])[CH:8]=2)[CH2:3][CH2:2]1.[H][H].C[CH2:19][OH:20]. The catalyst is [Pd]. The product is [CH3:15][O:14][C:9]1[CH:8]=[C:7]([CH:4]2[CH2:3][CH2:2][O:1][CH2:6][CH2:5]2)[CH:13]=[CH:12][C:10]=1[NH:11][CH:19]=[O:20]. The yield is 0.700.